This data is from Forward reaction prediction with 1.9M reactions from USPTO patents (1976-2016). The task is: Predict the product of the given reaction. (1) Given the reactants N(C(C)C)C(C)C.[CH2:8]([Li])CCCCC.[PH:15](=[O:21])([O-])[O:16][CH:17](C)C.[O:22]=[C:23]1[CH2:27][CH2:26][CH2:25][N:24]1[C:28]([O:30][C:31]([CH3:34])([CH3:33])[CH3:32])=[O:29].C1[CH2:39][O:38]CC1, predict the reaction product. The product is: [C:31]([O:30][C:28](=[O:29])[NH:24][CH2:25][CH2:26][CH2:27][C:23](=[O:22])[CH2:8][P:15]([O:38][CH3:39])([O:16][CH3:17])=[O:21])([CH3:34])([CH3:33])[CH3:32]. (2) Given the reactants C(OC([N:8]([C:16]1[O:17][CH2:18][C:19]2([C:32]3([CH2:35][O:34][CH2:33]3)[C:28]3([CH2:31][CH2:30][CH2:29]3)[O:27][C:26]3[C:21]2=[CH:22][C:23]([C:36]2[CH:37]=[N:38][CH:39]=[C:40](Br)[CH:41]=2)=[CH:24][CH:25]=3)[N:20]=1)C(OC(C)(C)C)=O)=O)(C)(C)C.[C:43]([CH:45]1[CH2:47][CH2:46]1)#[CH:44], predict the reaction product. The product is: [CH:45]1([C:43]#[C:44][C:40]2[CH:41]=[C:36]([C:23]3[CH:22]=[C:21]4[C:19]5([CH2:18][O:17][C:16]([NH2:8])=[N:20]5)[C:32]5([CH2:33][O:34][CH2:35]5)[C:28]5([CH2:31][CH2:30][CH2:29]5)[O:27][C:26]4=[CH:25][CH:24]=3)[CH:37]=[N:38][CH:39]=2)[CH2:47][CH2:46]1.